Dataset: Forward reaction prediction with 1.9M reactions from USPTO patents (1976-2016). Task: Predict the product of the given reaction. (1) Given the reactants [NH2:1][S:2]([CH2:5][C@H:6]([CH3:17])[C:7]([O:9]CC1C=CC=CC=1)=[O:8])(=[O:4])=[O:3], predict the reaction product. The product is: [NH2:1][S:2]([CH2:5][C@H:6]([CH3:17])[C:7]([OH:9])=[O:8])(=[O:4])=[O:3]. (2) Given the reactants [Cl:1][C:2]1[C:6](Cl)=[N:5][S:4][N:3]=1.[N:8]1[CH:13]=[CH:12][C:11]([CH2:14][OH:15])=[CH:10][CH:9]=1.CC(C)([O-])C.[K+], predict the reaction product. The product is: [Cl:1][C:2]1[C:6]([O:15][CH2:14][C:11]2[CH:12]=[CH:13][N:8]=[CH:9][CH:10]=2)=[N:5][S:4][N:3]=1. (3) Given the reactants [C:1]([O:5][C:6](=[O:21])[N:7]([C:14]1[CH:15]=[N:16][CH:17]=[CH:18][C:19]=1I)[CH2:8][C:9]1([CH3:13])[CH2:12][O:11][CH2:10]1)([CH3:4])([CH3:3])[CH3:2].C([O-])([O-])=O.[Na+].[Na+].C1(P(C2C=CC=CC=2)C2C=CC=CC=2)C=CC=CC=1.[F:47][C:48]1[CH:53]=[CH:52][C:51](B(O)O)=[C:50]([O:57][CH3:58])[CH:49]=1.[NH4+].[Cl-], predict the reaction product. The product is: [F:47][C:48]1[CH:53]=[CH:52][C:51]([C:19]2[CH:18]=[CH:17][N:16]=[CH:15][C:14]=2[N:7]([CH2:8][C:9]2([CH3:13])[CH2:12][O:11][CH2:10]2)[C:6](=[O:21])[O:5][C:1]([CH3:4])([CH3:3])[CH3:2])=[C:50]([O:57][CH3:58])[CH:49]=1.